From a dataset of Full USPTO retrosynthesis dataset with 1.9M reactions from patents (1976-2016). Predict the reactants needed to synthesize the given product. (1) The reactants are: [F:1][C:2]1[C:3]([NH:26][C:27]2[CH:32]=[CH:31][C:30]([I:33])=[CH:29][C:28]=2[F:34])=[C:4]([NH:11][S:12]([C:15]2([CH2:18][C@@H:19]3[CH2:23][O:22]C(C)(C)[O:20]3)[CH2:17][CH2:16]2)(=[O:14])=[O:13])[C:5]([O:9][CH3:10])=[CH:6][C:7]=1[F:8]. Given the product [F:1][C:2]1[C:3]([NH:26][C:27]2[CH:32]=[CH:31][C:30]([I:33])=[CH:29][C:28]=2[F:34])=[C:4]([NH:11][S:12]([C:15]2([CH2:18][C@@H:19]([OH:20])[CH2:23][OH:22])[CH2:17][CH2:16]2)(=[O:13])=[O:14])[C:5]([O:9][CH3:10])=[CH:6][C:7]=1[F:8], predict the reactants needed to synthesize it. (2) Given the product [CH2:31]([NH:1][C:2]1[CH:3]=[C:4]([CH:20]=[CH:21][CH:22]=1)[O:5][C:6]1[CH:15]=[C:14]2[C:9]([CH2:10][CH2:11][CH:12]([C:16]([O:18][CH3:19])=[O:17])[CH2:13]2)=[CH:8][CH:7]=1)[C:32]1[CH:37]=[CH:36][CH:35]=[CH:34][CH:33]=1, predict the reactants needed to synthesize it. The reactants are: [NH2:1][C:2]1[CH:3]=[C:4]([CH:20]=[CH:21][CH:22]=1)[O:5][C:6]1[CH:15]=[C:14]2[C:9]([CH2:10][CH2:11][CH:12]([C:16]([O:18][CH3:19])=[O:17])[CH2:13]2)=[CH:8][CH:7]=1.Cl.C(N(CC)CC)C.[CH:31](=O)[C:32]1[CH:37]=[CH:36][CH:35]=[CH:34][CH:33]=1.C([BH3-])#N.[Na+].